From a dataset of Catalyst prediction with 721,799 reactions and 888 catalyst types from USPTO. Predict which catalyst facilitates the given reaction. (1) Reactant: [CH3:1][N:2]1[C:7](=[O:8])[CH:6]=[C:5]([N:9]2[CH2:14][CH2:13][O:12][CH2:11][CH2:10]2)[N:4]=[C:3]1[CH2:15][C:16]([O-:18])=O.[Na+].Cl.[Br:21][C:22]1[CH:30]=[CH:29][CH:28]=[C:27]2[C:23]=1[CH2:24][CH2:25][NH:26]2.Cl.CN(C)CCCN=C=NCC. Product: [Br:21][C:22]1[CH:30]=[CH:29][CH:28]=[C:27]2[C:23]=1[CH2:24][CH2:25][N:26]2[C:16](=[O:18])[CH2:15][C:3]1[N:2]([CH3:1])[C:7](=[O:8])[CH:6]=[C:5]([N:9]2[CH2:10][CH2:11][O:12][CH2:13][CH2:14]2)[N:4]=1. The catalyst class is: 672. (2) Reactant: C[O:2][C:3]1[CH:8]=[CH:7][C:6]([C:9]2[CH:14]=[CH:13][C:12]([CH2:15][CH2:16][C:17]([O:19][CH2:20][CH3:21])=[O:18])=[CH:11][CH:10]=2)=[CH:5][CH:4]=1. Product: [OH:2][C:3]1[CH:4]=[CH:5][C:6]([C:9]2[CH:14]=[CH:13][C:12]([CH2:15][CH2:16][C:17]([O:19][CH2:20][CH3:21])=[O:18])=[CH:11][CH:10]=2)=[CH:7][CH:8]=1. The catalyst class is: 4. (3) Reactant: [CH2:1]([O:3][C:4]1[CH:5]=[C:6]([CH:26]=[CH:27][CH:28]=1)[CH2:7][C:8]1[C:17]2[C:12](=[CH:13][C:14]([O:20][CH2:21][CH2:22][Br:23])=[C:15]([O:18][CH3:19])[CH:16]=2)[C:11]([CH:24]=[O:25])=[CH:10][N:9]=1)[CH3:2].[Se](=O)=[O:30].C(OCC)(=O)C.CCCCCC. Product: [CH2:1]([O:3][C:4]1[CH:5]=[C:6]([CH:26]=[CH:27][CH:28]=1)[C:7]([C:8]1[C:17]2[C:12](=[CH:13][C:14]([O:20][CH2:21][CH2:22][Br:23])=[C:15]([O:18][CH3:19])[CH:16]=2)[C:11]([CH:24]=[O:25])=[CH:10][N:9]=1)=[O:30])[CH3:2]. The catalyst class is: 15. (4) Reactant: [CH2:1]([N:3]1[CH:7]=[CH:6][C:5]([CH2:8]O)=[N:4]1)[CH3:2].S(Cl)([Cl:12])=O. Product: [ClH:12].[Cl:12][CH2:8][C:5]1[CH:6]=[CH:7][N:3]([CH2:1][CH3:2])[N:4]=1. The catalyst class is: 2. (5) Reactant: [CH:1](NC(C)C)(C)[CH3:2].C([Li])CCC.[CH2:13]([O:20][C:21]([NH:23][C@H:24]1[CH2:29][CH2:28][CH2:27][CH2:26][C@@H:25]1[C:30]([O:32][CH3:33])=[O:31])=[O:22])[C:14]1[CH:19]=[CH:18][CH:17]=[CH:16][CH:15]=1.ICC. Product: [CH2:13]([O:20][C:21]([NH:23][C@H:24]1[CH2:29][CH2:28][CH2:27][CH2:26][C@@:25]1([CH2:1][CH3:2])[C:30]([O:32][CH3:33])=[O:31])=[O:22])[C:14]1[CH:15]=[CH:16][CH:17]=[CH:18][CH:19]=1. The catalyst class is: 1. (6) Reactant: [CH3:1][S:2][C:3]1[N:4]=[CH:5][C:6]2[CH:12]=[CH:11][C:10](=[O:13])[NH:9][C:7]=2[N:8]=1.[CH2:14](Br)[CH2:15][CH2:16][CH3:17].CN(C)C(=N)N(C)C. Product: [CH2:14]([N:9]1[C:7]2[N:8]=[C:3]([S:2][CH3:1])[N:4]=[CH:5][C:6]=2[CH:12]=[CH:11][C:10]1=[O:13])[CH2:15][CH2:16][CH3:17]. The catalyst class is: 39. (7) The catalyst class is: 12. Reactant: [Cl:1][C:2]1[N:7]=[CH:6][C:5]([CH2:8][NH:9][CH2:10][CH2:11][OH:12])=[CH:4][CH:3]=1.[CH3:13][O:14][CH2:15][CH2:16]Br.C(N(C(C)C)CC)(C)C. Product: [Cl:1][C:2]1[N:7]=[CH:6][C:5]([CH2:8][N:9]([CH2:16][CH2:15][O:14][CH3:13])[CH2:10][CH2:11][OH:12])=[CH:4][CH:3]=1.